Dataset: Merck oncology drug combination screen with 23,052 pairs across 39 cell lines. Task: Regression. Given two drug SMILES strings and cell line genomic features, predict the synergy score measuring deviation from expected non-interaction effect. (1) Drug 1: CCN(CC)CCNC(=O)c1c(C)[nH]c(C=C2C(=O)Nc3ccc(F)cc32)c1C. Drug 2: CC1(c2nc3c(C(N)=O)cccc3[nH]2)CCCN1. Cell line: A2058. Synergy scores: synergy=11.6. (2) Drug 1: O=S1(=O)NC2(CN1CC(F)(F)F)C1CCC2Cc2cc(C=CCN3CCC(C(F)(F)F)CC3)ccc2C1. Drug 2: COC1=C2CC(C)CC(OC)C(O)C(C)C=C(C)C(OC(N)=O)C(OC)C=CC=C(C)C(=O)NC(=CC1=O)C2=O. Cell line: HCT116. Synergy scores: synergy=-8.25. (3) Drug 1: CCC1(O)CC2CN(CCc3c([nH]c4ccccc34)C(C(=O)OC)(c3cc4c(cc3OC)N(C)C3C(O)(C(=O)OC)C(OC(C)=O)C5(CC)C=CCN6CCC43C65)C2)C1. Drug 2: CCc1cnn2c(NCc3ccc[n+]([O-])c3)cc(N3CCCCC3CCO)nc12. Cell line: DLD1. Synergy scores: synergy=-6.89. (4) Drug 1: CCC1(O)CC2CN(CCc3c([nH]c4ccccc34)C(C(=O)OC)(c3cc4c(cc3OC)N(C)C3C(O)(C(=O)OC)C(OC(C)=O)C5(CC)C=CCN6CCC43C65)C2)C1. Drug 2: CNC(=O)c1cc(Oc2ccc(NC(=O)Nc3ccc(Cl)c(C(F)(F)F)c3)cc2)ccn1. Cell line: A375. Synergy scores: synergy=15.5. (5) Drug 1: O=S1(=O)NC2(CN1CC(F)(F)F)C1CCC2Cc2cc(C=CCN3CCC(C(F)(F)F)CC3)ccc2C1. Drug 2: COc1cccc2c1C(=O)c1c(O)c3c(c(O)c1C2=O)CC(O)(C(=O)CO)CC3OC1CC(N)C(O)C(C)O1. Cell line: A427. Synergy scores: synergy=-7.09. (6) Drug 1: O=C(O)C1(Cc2cccc(Nc3nccs3)n2)CCC(Oc2cccc(Cl)c2F)CC1. Drug 2: CNC(=O)c1cc(Oc2ccc(NC(=O)Nc3ccc(Cl)c(C(F)(F)F)c3)cc2)ccn1. Cell line: MSTO. Synergy scores: synergy=-6.96.